This data is from Peptide-MHC class I binding affinity with 185,985 pairs from IEDB/IMGT. The task is: Regression. Given a peptide amino acid sequence and an MHC pseudo amino acid sequence, predict their binding affinity value. This is MHC class I binding data. (1) The peptide sequence is RFYITTRYK. The binding affinity (normalized) is 0.611. The MHC is HLA-A11:01 with pseudo-sequence HLA-A11:01. (2) The peptide sequence is VRGGMVAPL. The MHC is HLA-A03:01 with pseudo-sequence HLA-A03:01. The binding affinity (normalized) is 0.0847. (3) The peptide sequence is IRYLGVLLY. The MHC is HLA-A01:01 with pseudo-sequence HLA-A01:01. The binding affinity (normalized) is 0.0847. (4) The peptide sequence is MIFVSSIFI. The MHC is HLA-A02:02 with pseudo-sequence HLA-A02:02. The binding affinity (normalized) is 0.733.